Dataset: Catalyst prediction with 721,799 reactions and 888 catalyst types from USPTO. Task: Predict which catalyst facilitates the given reaction. (1) Reactant: [C:1]1([S:7]([N:10]2[C:14]3=[N:15][CH:16]=[C:17]([C:19]4[CH:24]=[CH:23][C:22]([N:25]([CH3:27])[CH3:26])=[CH:21][CH:20]=4)[CH:18]=[C:13]3[C:12](I)=[CH:11]2)(=[O:9])=[O:8])[CH:6]=[CH:5][CH:4]=[CH:3][CH:2]=1.ClCCl.C(N(CC)CC)C.[CH3:39][C:40]1([CH3:47])[C:44]([CH3:46])([CH3:45])[O:43][BH:42][O:41]1. Product: [C:1]1([S:7]([N:10]2[C:14]3=[N:15][CH:16]=[C:17]([C:19]4[CH:24]=[CH:23][C:22]([N:25]([CH3:27])[CH3:26])=[CH:21][CH:20]=4)[CH:18]=[C:13]3[C:12]([B:42]3[O:43][C:44]([CH3:46])([CH3:45])[C:40]([CH3:47])([CH3:39])[O:41]3)=[CH:11]2)(=[O:9])=[O:8])[CH:6]=[CH:5][CH:4]=[CH:3][CH:2]=1. The catalyst class is: 75. (2) Reactant: [CH3:1][CH:2]([C:12]1[CH:17]=[CH:16][C:15]([CH2:18][O:19][CH2:20][CH2:21][O:22][CH2:23][CH2:24][O:25][CH2:26][CH2:27][O:28][CH2:29][CH2:30][O:31]C2CCCCO2)=[CH:14][CH:13]=1)[CH2:3][CH2:4][CH2:5][CH2:6][CH2:7][CH2:8][CH2:9][CH2:10][CH3:11].CC1C=CC(S(O)(=O)=O)=CC=1.O. Product: [CH3:1][CH:2]([C:12]1[CH:13]=[CH:14][C:15]([CH2:18][O:19][CH2:20][CH2:21][O:22][CH2:23][CH2:24][O:25][CH2:26][CH2:27][O:28][CH2:29][CH2:30][OH:31])=[CH:16][CH:17]=1)[CH2:3][CH2:4][CH2:5][CH2:6][CH2:7][CH2:8][CH2:9][CH2:10][CH3:11]. The catalyst class is: 5. (3) Reactant: Cl.[CH2:2]([O:4][C:5](=[O:9])[CH:6]([CH3:8])[NH2:7])[CH3:3].[OH:10][C:11]1[CH:19]=[C:18]([OH:20])[CH:17]=[CH:16][C:12]=1[C:13](O)=[O:14].C(N=C=NC(C)C)(C)C.ON1C2C=CC=CC=2N=N1.CN1CCOCC1. Product: [OH:10][C:11]1[CH:19]=[C:18]([OH:20])[CH:17]=[CH:16][C:12]=1[C:13]([NH:7][CH:6]([CH3:8])[C:5]([O:4][CH2:2][CH3:3])=[O:9])=[O:14]. The catalyst class is: 1. (4) Reactant: [NH2:1][C:2]1[CH:7]=[CH:6][CH:5]=[CH:4][C:3]=1[C:8]1[C:16]2[O:15][C:14]([C:17]([NH:19][C@@H:20]3[CH:25]4[CH2:26][CH2:27][N:22]([CH2:23][CH2:24]4)[CH2:21]3)=[O:18])=[CH:13][C:12]=2[CH:11]=[CH:10][CH:9]=1.[CH:28]1([C:31]([Cl:33])=[O:32])[CH2:30][CH2:29]1.C(N(CC)CC)C.O. Product: [ClH:33].[N:22]12[CH2:23][CH2:24][CH:25]([CH2:26][CH2:27]1)[C@@H:20]([NH:19][C:17]([C:14]1[O:15][C:16]3[C:8]([C:3]4[CH:4]=[CH:5][CH:6]=[CH:7][C:2]=4[NH:1][C:31]([CH:28]4[CH2:30][CH2:29]4)=[O:32])=[CH:9][CH:10]=[CH:11][C:12]=3[CH:13]=1)=[O:18])[CH2:21]2. The catalyst class is: 118.